This data is from Full USPTO retrosynthesis dataset with 1.9M reactions from patents (1976-2016). The task is: Predict the reactants needed to synthesize the given product. (1) Given the product [CH3:37][O:36][C:35]([NH:34][C@@H:3]([CH:2]([CH3:1])[CH3:39])[C:4]([N:5]1[C@H:10]([C:11]2[NH:15][C:14]3[C:16]4[C:21]([CH:22]=[CH:23][C:13]=3[N:12]=2)=[CH:20][C:19]([C:41]2[CH:42]=[C:43]3[C:66](=[CH:67][CH:68]=2)[C:47]2[NH:48][C:49]([C@@H:51]5[CH2:55][C@H:54]([CH2:56][O:57][CH3:58])[CH2:53][N:52]5[C:59]([O:61][C:62]([CH3:65])([CH3:63])[CH3:64])=[O:60])=[N:50][C:46]=2[CH:45]=[CH:44]3)=[CH:18][CH:17]=4)[CH2:9][C@@H:8]2[C@H:6]1[CH2:7]2)=[O:33])=[O:38], predict the reactants needed to synthesize it. The reactants are: [CH3:1][CH:2]([CH3:39])[C@H:3]([NH:34][C:35](=[O:38])[O:36][CH3:37])[C:4](=[O:33])[N:5]1[C@H:10]([C:11]2[NH:15][C:14]3[C:16]4[C:21]([CH:22]=[CH:23][C:13]=3[N:12]=2)=[CH:20][C:19](B2OC(C)(C)C(C)(C)O2)=[CH:18][CH:17]=4)[CH2:9][C@@H:8]2[C@H:6]1[CH2:7]2.Br[C:41]1[CH:42]=[C:43]2[C:66](=[CH:67][CH:68]=1)[C:47]1[NH:48][C:49]([C@@H:51]3[CH2:55][C@H:54]([CH2:56][O:57][CH3:58])[CH2:53][N:52]3[C:59]([O:61][C:62]([CH3:65])([CH3:64])[CH3:63])=[O:60])=[N:50][C:46]=1[CH:45]=[CH:44]2.[O-]P([O-])([O-])=O.[K+].[K+].[K+]. (2) Given the product [Si:10]([O:9][C:3]1[CH:4]=[CH:5][C:6]([Cl:8])=[CH:7][C:2]=1[NH2:1])([C:13]([CH3:16])([CH3:15])[CH3:14])([CH3:12])[CH3:11], predict the reactants needed to synthesize it. The reactants are: [NH2:1][C:2]1[CH:7]=[C:6]([Cl:8])[CH:5]=[CH:4][C:3]=1[OH:9].[Si:10](Cl)([C:13]([CH3:16])([CH3:15])[CH3:14])([CH3:12])[CH3:11].N1C=CN=C1. (3) Given the product [C:1]([C@H:5]1[CH2:10][CH2:9][C@H:8]([C:11]([Cl:17])=[O:13])[CH2:7][CH2:6]1)([CH3:4])([CH3:3])[CH3:2], predict the reactants needed to synthesize it. The reactants are: [C:1]([C@H:5]1[CH2:10][CH2:9][C@H:8]([C:11]([OH:13])=O)[CH2:7][CH2:6]1)([CH3:4])([CH3:3])[CH3:2].C(Cl)(=O)C([Cl:17])=O. (4) Given the product [CH2:39]([O:38][C:36](=[O:37])[CH2:35][O:30][C:26]1[CH:25]=[C:24]([Cl:31])[C:23]([O:22][C:21]2[CH:20]=[CH:19][N:18]=[CH:17][C:16]=2[C:14]([N:7]2[C:8]3[C:13](=[CH:12][CH:11]=[CH:10][CH:9]=3)[N:4]([CH:1]3[CH2:2][CH2:3]3)[CH2:5][CH2:6]2)=[O:15])=[CH:28][C:27]=1[Cl:29])[CH3:40], predict the reactants needed to synthesize it. The reactants are: [CH:1]1([N:4]2[C:13]3[C:8](=[CH:9][CH:10]=[CH:11][CH:12]=3)[N:7]([C:14]([C:16]3[CH:17]=[N:18][CH:19]=[CH:20][C:21]=3[O:22][C:23]3[CH:28]=[C:27]([Cl:29])[C:26]([OH:30])=[CH:25][C:24]=3[Cl:31])=[O:15])[CH2:6][CH2:5]2)[CH2:3][CH2:2]1.[H-].[Na+].Br[CH2:35][C:36]([O:38][CH2:39][CH3:40])=[O:37]. (5) Given the product [CH3:1][C:2]1([CH3:13])[CH2:7][CH2:6][CH2:5][C:4]2[N:15]=[CH:11][CH:10]=[CH:9][C:3]1=2, predict the reactants needed to synthesize it. The reactants are: [CH3:1][C:2]1([CH3:13])[CH2:7][CH2:6][CH2:5][C:4](=O)[CH:3]1[CH2:9][CH2:10][CH:11]=O.Cl.[NH2:15]O. (6) The reactants are: Cl[CH2:2][C:3]1[N:4]=[C:5]2[C:10]([NH:11][CH2:12][C:13]3[C:18]([CH3:19])=[CH:17][CH:16]=[CH:15][C:14]=3[CH3:20])=[CH:9][CH:8]=[CH:7][N:6]2[C:21]=1[CH3:22].[C-:23]#[N:24].[K+].CS(C)=O.C(Cl)Cl. Given the product [C:23]([CH2:2][C:3]1[N:4]=[C:5]2[C:10]([NH:11][CH2:12][C:13]3[C:18]([CH3:19])=[CH:17][CH:16]=[CH:15][C:14]=3[CH3:20])=[CH:9][CH:8]=[CH:7][N:6]2[C:21]=1[CH3:22])#[N:24], predict the reactants needed to synthesize it. (7) Given the product [C:12]([O:10][CH:3]1[CH:4]([CH:7]([CH3:8])[CH3:9])[CH2:5][CH2:6][CH:1]([CH3:11])[CH2:2]1)(=[O:14])[CH3:13], predict the reactants needed to synthesize it. The reactants are: [CH:1]1([CH3:11])[CH2:6][CH2:5][CH:4]([CH:7]([CH3:9])[CH3:8])[CH:3]([OH:10])[CH2:2]1.[C:12](OC=C)(=[O:14])[CH3:13]. (8) Given the product [OH:21][C:19]([CH3:22])([CH3:20])[CH2:18][N:4]1[CH2:3][CH2:2][N:1]([CH2:7][CH2:8][NH:9][C:10](=[O:16])[O:11][C:12]([CH3:13])([CH3:15])[CH3:14])[CH2:6][CH2:5]1, predict the reactants needed to synthesize it. The reactants are: [N:1]1([CH2:7][CH2:8][NH:9][C:10](=[O:16])[O:11][C:12]([CH3:15])([CH3:14])[CH3:13])[CH2:6][CH2:5][NH:4][CH2:3][CH2:2]1.Cl[CH2:18][C:19]([CH3:22])([OH:21])[CH3:20].C([O-])([O-])=O.[K+].[K+].[Na+].[I-]. (9) Given the product [ClH:41].[NH2:8][CH:9]([CH2:31][CH2:32][CH2:33][C:34]([F:40])([F:39])[C:35]([F:38])([F:37])[F:36])[C:10]([O:12][CH3:13])=[O:11], predict the reactants needed to synthesize it. The reactants are: C1(C(C2C=CC=CC=2)=[N:8][CH2:9][C:10]([O:12][CH3:13])=[O:11])C=CC=CC=1.CC(C)([O-])C.[K+].CS(O[CH2:31][CH2:32][CH2:33][C:34]([F:40])([F:39])[C:35]([F:38])([F:37])[F:36])(=O)=O.[ClH:41].O.